This data is from Full USPTO retrosynthesis dataset with 1.9M reactions from patents (1976-2016). The task is: Predict the reactants needed to synthesize the given product. (1) Given the product [F:1][C:2]1[CH:9]=[CH:8][CH:7]=[CH:6][C:3]=1[CH2:4][O:5][C:13]1[C:22]2[C:17](=[C:18]([OH:23])[CH:19]=[CH:20][CH:21]=2)[N:16]=[C:15]([CH3:24])[CH:14]=1, predict the reactants needed to synthesize it. The reactants are: [F:1][C:2]1[CH:9]=[CH:8][CH:7]=[CH:6][C:3]=1[CH2:4][OH:5].[H-].[Na+].Cl[C:13]1[C:22]2[C:17](=[C:18]([OH:23])[CH:19]=[CH:20][CH:21]=2)[N:16]=[C:15]([CH3:24])[CH:14]=1. (2) Given the product [CH3:1][O:2][C:3]1[CH:4]=[C:5]2[C:10](=[CH:11][CH:12]=1)[CH:9]=[C:8]([N:13]1[CH2:18][CH2:17][C:16]3([CH2:23][CH2:22][N:21]([CH3:26])[CH2:20][CH2:19]3)[CH2:15][CH2:14]1)[CH:7]=[CH:6]2, predict the reactants needed to synthesize it. The reactants are: [CH3:1][O:2][C:3]1[CH:4]=[C:5]2[C:10](=[CH:11][CH:12]=1)[CH:9]=[C:8]([N:13]1[CH2:18][CH2:17][C:16]3([CH2:23][CH2:22][NH:21][CH2:20][CH2:19]3)[CH2:15][CH2:14]1)[CH:7]=[CH:6]2.C=O.[C:26](O[BH-](OC(=O)C)OC(=O)C)(=O)C.[Na+].